Dataset: Forward reaction prediction with 1.9M reactions from USPTO patents (1976-2016). Task: Predict the product of the given reaction. (1) Given the reactants [CH3:1][C:2]1([CH3:25])[CH2:11][CH2:10][C:9]2[C:8]([N:12]3[CH2:16]CC[CH2:13]3)=[N:7][C:6]3[S:17]C4C(=O)NC=[N:20][C:19]=4[C:5]=3[C:4]=2[CH2:3]1.CNC, predict the reaction product. The product is: [SH:17][C:6]1[N:7]=[C:8]([N:12]([CH3:16])[CH3:13])[C:9]2[CH2:10][CH2:11][C:2]([CH3:1])([CH3:25])[CH2:3][C:4]=2[C:5]=1[C:19]#[N:20]. (2) Given the reactants [C:1]([C:5]1[N:6]=[C:7]([C:10]2[CH:15]=[CH:14][CH:13]=[C:12]([O:16]C)[CH:11]=2)[O:8][CH:9]=1)([CH3:4])([CH3:3])[CH3:2], predict the reaction product. The product is: [C:1]([C:5]1[N:6]=[C:7]([C:10]2[CH:11]=[C:12]([OH:16])[CH:13]=[CH:14][CH:15]=2)[O:8][CH:9]=1)([CH3:4])([CH3:2])[CH3:3]. (3) Given the reactants Cl.[F:2][C:3]1[CH:8]=[C:7]([S:9]([CH3:12])(=[O:11])=[O:10])[CH:6]=[CH:5][C:4]=1[N:13]1[CH:18]=[CH:17][C:16]([O:19][CH:20]2[CH2:25][CH2:24][NH:23][CH2:22][CH2:21]2)=[CH:15][C:14]1=[O:26].[Br:27][C:28]1[CH:29]=[N:30][C:31](Cl)=[N:32][CH:33]=1.C(=O)([O-])[O-].[Cs+].[Cs+], predict the reaction product. The product is: [Br:27][C:28]1[CH:29]=[N:30][C:31]([N:23]2[CH2:24][CH2:25][CH:20]([O:19][C:16]3[CH:17]=[CH:18][N:13]([C:4]4[CH:5]=[CH:6][C:7]([S:9]([CH3:12])(=[O:11])=[O:10])=[CH:8][C:3]=4[F:2])[C:14](=[O:26])[CH:15]=3)[CH2:21][CH2:22]2)=[N:32][CH:33]=1. (4) Given the reactants [C:1]([SiH2:5][O:6][C:7]([CH3:21])([CH3:20])[C:8]1[CH:9]=[CH:10][CH:11]=[C:12]2[C:17]=1[C:16]([CH2:18][OH:19])=[CH:15][CH:14]=[CH:13]2)([CH3:4])([CH3:3])[CH3:2].CC(OI1(OC(C)=O)(OC(C)=O)OC(=O)C2C1=CC=CC=2)=O, predict the reaction product. The product is: [C:1]([SiH2:5][O:6][C:7]([CH3:21])([CH3:20])[C:8]1[CH:9]=[CH:10][CH:11]=[C:12]2[C:17]=1[C:16]([CH:18]=[O:19])=[CH:15][CH:14]=[CH:13]2)([CH3:4])([CH3:2])[CH3:3]. (5) Given the reactants [Br:1][C:2]1[CH:3]=[C:4]([C@H:9]([CH2:15][CH2:16][CH3:17])[CH2:10][C:11]([O:13][CH3:14])=[O:12])[CH:5]=[CH:6][C:7]=1[OH:8].C(=O)([O-])[O-].[Cs+].[Cs+].[CH2:24](Br)[C:25]1[CH:30]=[CH:29][CH:28]=[CH:27][CH:26]=1, predict the reaction product. The product is: [Br:1][C:2]1[CH:3]=[C:4]([C@H:9]([CH2:15][CH2:16][CH3:17])[CH2:10][C:11]([O:13][CH3:14])=[O:12])[CH:5]=[CH:6][C:7]=1[O:8][CH2:24][C:25]1[CH:30]=[CH:29][CH:28]=[CH:27][CH:26]=1. (6) Given the reactants [NH2:1][C:2]1[N:10]=[C:9]([S:11][CH2:12][CH2:13][CH2:14][CH3:15])[N:8]=[C:7]2[C:3]=1[N:4]=[CH:5][N:6]2[C@@H:16]1[CH2:20][C@H:19]([OH:21])[CH:18]=[CH:17]1.C[N+]1([O-])CC[O:26]CC1.O1CCCC1.[OH2:35], predict the reaction product. The product is: [NH2:1][C:2]1[N:10]=[C:9]([S:11][CH2:12][CH2:13][CH2:14][CH3:15])[N:8]=[C:7]2[C:3]=1[N:4]=[CH:5][N:6]2[C@@H:16]1[CH2:17][C@H:18]([OH:35])[C@@H:19]([OH:21])[C@H:20]1[OH:26]. (7) Given the reactants [CH3:1][O:2][C:3](=[O:13])[C:4]1[CH:9]=[CH:8][C:7]([CH2:10][OH:11])=[C:6]([NH2:12])[CH:5]=1, predict the reaction product. The product is: [CH3:1][O:2][C:3](=[O:13])[C:4]1[CH:9]=[CH:8][C:7]([CH:10]=[O:11])=[C:6]([NH2:12])[CH:5]=1. (8) The product is: [CH3:1][C:2]1[N:6]2[C:7]3[CH:13]=[C:12]([CH3:14])[N:11]([CH2:18][C:19]4[CH:28]=[CH:27][C:22]([C:23]([O:25][CH3:26])=[O:24])=[CH:21][CH:20]=4)[C:8]=3[CH:9]=[CH:10][C:5]2=[N:4][N:3]=1. Given the reactants [CH3:1][C:2]1[N:6]2[C:7]3[CH:13]=[C:12]([CH3:14])[NH:11][C:8]=3[CH:9]=[CH:10][C:5]2=[N:4][N:3]=1.[H-].[Na+].Br[CH2:18][C:19]1[CH:28]=[CH:27][C:22]([C:23]([O:25][CH3:26])=[O:24])=[CH:21][CH:20]=1.[NH4+].[Cl-], predict the reaction product.